From a dataset of Reaction yield outcomes from USPTO patents with 853,638 reactions. Predict the reaction yield, written as a fraction of the theoretical maximum amount of product (1.0 means a 100% yield; for example, 0.34 means a 34% yield). (1) The reactants are [CH3:1][C:2]1([CH3:11])[CH2:7][CH2:6][C:5]([CH3:9])([CH3:8])[CH2:4][C:3]1=[O:10].[CH:12]([N-]C(C)C)([CH3:14])[CH3:13].[Li+].CN(C)P(N(C)C)(N(C)C)=O.BrCC=C. The catalyst is O1CCCC1.C(OCC)(=O)C. The product is [CH2:14]([CH:4]1[C:3](=[O:10])[C:2]([CH3:11])([CH3:1])[CH2:7][CH2:6][C:5]1([CH3:9])[CH3:8])[CH:12]=[CH2:13]. The yield is 0.290. (2) The reactants are [Br:1][C:2]1[C:10]2[C:5](=[CH:6][C:7]([NH:13][C:14](=[O:24])[CH2:15][CH:16]([C:18]3[CH:23]=[CH:22][CH:21]=[CH:20][CH:19]=3)[CH3:17])=[C:8]([CH:11]=O)[CH:9]=2)[N:4]([C:25]([C:38]2[CH:43]=[CH:42][CH:41]=[CH:40][CH:39]=2)([C:32]2[CH:37]=[CH:36][CH:35]=[CH:34][CH:33]=2)[C:26]2[CH:31]=[CH:30][CH:29]=[CH:28][CH:27]=2)[N:3]=1.CO[Na]. The catalyst is CO. The product is [Br:1][C:2]1[C:10]2[CH:9]=[C:8]3[C:7](=[CH:6][C:5]=2[N:4]([C:25]([C:38]2[CH:43]=[CH:42][CH:41]=[CH:40][CH:39]=2)([C:26]2[CH:27]=[CH:28][CH:29]=[CH:30][CH:31]=2)[C:32]2[CH:37]=[CH:36][CH:35]=[CH:34][CH:33]=2)[N:3]=1)[NH:13][C:14](=[O:24])[C:15]([CH:16]([C:18]1[CH:19]=[CH:20][CH:21]=[CH:22][CH:23]=1)[CH3:17])=[CH:11]3. The yield is 0.150. (3) The reactants are Br[C:2]1[CH:7]=[CH:6][C:5]([C@@H:8]([N:10]2[CH2:15][CH2:14][C@:13]([CH2:22][C:23]([OH:26])([CH3:25])[CH3:24])([C:16]3[CH:21]=[CH:20][CH:19]=[CH:18][CH:17]=3)[O:12][C:11]2=[O:27])[CH3:9])=[CH:4][CH:3]=1.[CH3:28][C:29]1([CH3:45])[C:33]([CH3:35])([CH3:34])[O:32][B:31]([B:31]2[O:32][C:33]([CH3:35])([CH3:34])[C:29]([CH3:45])([CH3:28])[O:30]2)[O:30]1.CC([O-])=O.[K+]. The catalyst is CS(C)=O.C1C=CC(P([C]2[CH][CH][CH][CH]2)C2C=CC=CC=2)=CC=1.C1C=CC(P([C]2[CH][CH][CH][CH]2)C2C=CC=CC=2)=CC=1.Cl[Pd]Cl.[Fe]. The product is [OH:26][C:23]([CH3:25])([CH3:24])[CH2:22][C@@:13]1([C:16]2[CH:21]=[CH:20][CH:19]=[CH:18][CH:17]=2)[O:12][C:11](=[O:27])[N:10]([C@H:8]([C:5]2[CH:6]=[CH:7][C:2]([B:31]3[O:32][C:33]([CH3:35])([CH3:34])[C:29]([CH3:45])([CH3:28])[O:30]3)=[CH:3][CH:4]=2)[CH3:9])[CH2:15][CH2:14]1. The yield is 0.600. (4) The product is [F:21][C:18]1[CH:19]=[CH:20][C:15]([CH2:14][O:13][C:10]2[N:11]=[CH:12][C:7]([CH:1]=[O:3])=[CH:8][CH:9]=2)=[CH:16][CH:17]=1. The catalyst is O. The reactants are [CH2:1]([O:3]CC)C.Br[C:7]1[CH:8]=[CH:9][C:10]([O:13][CH2:14][C:15]2[CH:20]=[CH:19][C:18]([F:21])=[CH:17][CH:16]=2)=[N:11][CH:12]=1.C([Li])CCC.CN(C)C=O. The yield is 0.725. (5) The reactants are [CH:1]([C:10]([O:12][CH3:13])=[O:11])([C:6]([O:8][CH3:9])=[O:7])[CH:2]=[CH:3][CH2:4][CH3:5].CC1C(P(C2[C:34]([CH3:35])=CC=CC=2)C2C(C)=CC=CC=2)=CC=CC=1.[CH2:36]([N:38]([CH2:41]C)CC)[CH3:37].CN([CH:46]=[O:47])C. The catalyst is C([O-])(=O)C.[Pd+2].C([O-])(=O)C. The product is [CH3:46][O:47][C:36]1[N:38]=[CH:41][C:4]([C:3]([CH2:34][CH3:35])=[CH:2][CH:1]([C:10]([O:12][CH3:13])=[O:11])[C:6]([O:8][CH3:9])=[O:7])=[CH:5][CH:37]=1. The yield is 0.210. (6) The reactants are [N+:1]([C:4]1[CH:9]=[CH:8][C:7]([NH:10][C:11](=[O:15])[CH:12]([CH3:14])[CH3:13])=[CH:6][CH:5]=1)([O-])=O.[Cl-].[NH4+]. The catalyst is C(O)C.[Fe]. The product is [NH2:1][C:4]1[CH:5]=[CH:6][C:7]([NH:10][C:11](=[O:15])[CH:12]([CH3:13])[CH3:14])=[CH:8][CH:9]=1. The yield is 0.580.